This data is from Forward reaction prediction with 1.9M reactions from USPTO patents (1976-2016). The task is: Predict the product of the given reaction. Given the reactants [CH3:1][O:2][C:3](=[O:28])[CH2:4][C:5]1[CH:10]=[CH:9][C:8]([CH:11]=[CH2:12])=[C:7]([O:13][C:14]2[CH:19]=[CH:18][C:17]([NH2:20])=[CH:16][C:15]=2[CH2:21][S:22][CH2:23][C:24]([F:27])([F:26])[F:25])[CH:6]=1.COC(=O)CC1C=CC(CC)=C(OC2C=CC(N)=CC=2CSCC(F)(F)F)C=1.[C:57](Cl)(=[O:62])[C:58]([CH3:61])([CH3:60])[CH3:59], predict the reaction product. The product is: [CH3:1][O:2][C:3](=[O:28])[CH2:4][C:5]1[CH:10]=[CH:9][C:8]([CH:11]=[CH2:12])=[C:7]([O:13][C:14]2[CH:19]=[CH:18][C:17]([NH:20][C:57](=[O:62])[C:58]([CH3:61])([CH3:60])[CH3:59])=[CH:16][C:15]=2[CH2:21][S:22][CH2:23][C:24]([F:27])([F:25])[F:26])[CH:6]=1.